Dataset: Reaction yield outcomes from USPTO patents with 853,638 reactions. Task: Predict the reaction yield, written as a fraction of the theoretical maximum amount of product (1.0 means a 100% yield; for example, 0.34 means a 34% yield). (1) The product is [F:25][C:19]1[CH:20]=[C:21]([NH:24][C:55]([C:52]2[C:53](=[O:54])[N:48]([C:45]3[CH:46]=[CH:47][C:42]([F:41])=[CH:43][CH:44]=3)[N:49]=[CH:50][CH:51]=2)=[O:56])[CH:22]=[CH:23][C:18]=1[O:17][C:16]1[CH:15]=[CH:14][N:13]=[C:12]2[N:8]([CH2:7][C:6]3[CH:5]=[CH:4][C:3]([O:2][CH3:1])=[CH:40][CH:39]=3)[N:9]=[C:10]([C:26]3[CH2:31][CH2:30][N:29]([C:32]([O:34][C:35]([CH3:37])([CH3:36])[CH3:38])=[O:33])[CH2:28][CH:27]=3)[C:11]=12. The reactants are [CH3:1][O:2][C:3]1[CH:40]=[CH:39][C:6]([CH2:7][N:8]2[C:12]3=[N:13][CH:14]=[CH:15][C:16]([O:17][C:18]4[CH:23]=[CH:22][C:21]([NH2:24])=[CH:20][C:19]=4[F:25])=[C:11]3[C:10]([C:26]3[CH2:31][CH2:30][N:29]([C:32]([O:34][C:35]([CH3:38])([CH3:37])[CH3:36])=[O:33])[CH2:28][CH:27]=3)=[N:9]2)=[CH:5][CH:4]=1.[F:41][C:42]1[CH:47]=[CH:46][C:45]([N:48]2[C:53](=[O:54])[C:52]([C:55](O)=[O:56])=[CH:51][CH:50]=[N:49]2)=[CH:44][CH:43]=1.Cl.C(N=C=NCCCN(C)C)C.N1(O)C2C=CC=CC=2N=N1.C(N(C(C)C)C(C)C)C. The catalyst is CN(C=O)C. The yield is 0.549. (2) The reactants are [CH3:1][O:2][CH2:3][C:4]1[N:8]([CH3:9])[N:7]=[C:6]([NH:10][C:11]2[C:16](=[O:17])[N:15]([CH3:18])[CH:14]=[C:13]([C:19]3[C:24]([CH:25]=[O:26])=[C:23]([N:27]4[CH2:39][CH2:38][C:37]5[N:36]6[C:31]([CH2:32][CH2:33][CH2:34][CH2:35]6)=[CH:30][C:29]=5[C:28]4=[O:40])[N:22]=[CH:21][CH:20]=3)[CH:12]=2)[CH:5]=1.[BH4-].[Na+]. The catalyst is CO. The product is [OH:26][CH2:25][C:24]1[C:23]([N:27]2[CH2:39][CH2:38][C:37]3[N:36]4[C:31]([CH2:32][CH2:33][CH2:34][CH2:35]4)=[CH:30][C:29]=3[C:28]2=[O:40])=[N:22][CH:21]=[CH:20][C:19]=1[C:13]1[CH:12]=[C:11]([NH:10][C:6]2[CH:5]=[C:4]([CH2:3][O:2][CH3:1])[N:8]([CH3:9])[N:7]=2)[C:16](=[O:17])[N:15]([CH3:18])[CH:14]=1. The yield is 0.410. (3) The reactants are [NH2:1][CH:2]([C:6]1[CH:11]=[CH:10][C:9]([CH3:12])=[CH:8][CH:7]=1)[C:3]([NH2:5])=[O:4].[CH3:13][OH:14]. No catalyst specified. The product is [CH3:12][C:9]1[CH:10]=[CH:11][C:6]([CH:2]2[NH:1][C:6]3([CH2:11][CH2:10][CH2:9][CH2:8][CH2:7]3)[NH:5][C:3]2=[O:4])=[CH:7][CH:8]=1.[C:13]1(=[O:14])[CH2:8][CH2:7][CH2:6][CH2:2][CH2:3]1. The yield is 0.810. (4) The reactants are F[C:2]1[CH:7]=[CH:6][C:5]([N+:8]([O-:10])=[O:9])=[CH:4][C:3]=1[N+:11]([O-:13])=[O:12].C([O-])(O)=O.[Na+].[CH2:19]([NH2:28])[CH2:20][CH2:21][CH2:22][CH2:23][CH2:24][CH2:25][CH2:26][NH2:27].CCOC(C)=O. The catalyst is C1COCC1.O.C1COCC1. The product is [N+:11]([C:3]1[CH:4]=[C:5]([N+:8]([O-:10])=[O:9])[CH:6]=[CH:7][C:2]=1[NH:27][CH2:26][CH2:25][CH2:24][CH2:23][CH2:22][CH2:21][CH2:20][CH2:19][NH2:28])([O-:13])=[O:12]. The yield is 0.900.